Dataset: Peptide-MHC class I binding affinity with 185,985 pairs from IEDB/IMGT. Task: Regression. Given a peptide amino acid sequence and an MHC pseudo amino acid sequence, predict their binding affinity value. This is MHC class I binding data. (1) The peptide sequence is LVGGREWSY. The MHC is HLA-B08:03 with pseudo-sequence HLA-B08:03. The binding affinity (normalized) is 0.0847. (2) The peptide sequence is LEYEGGAAL. The MHC is HLA-A03:01 with pseudo-sequence HLA-A03:01. The binding affinity (normalized) is 0.